From a dataset of Reaction yield outcomes from USPTO patents with 853,638 reactions. Predict the reaction yield, written as a fraction of the theoretical maximum amount of product (1.0 means a 100% yield; for example, 0.34 means a 34% yield). (1) The reactants are [CH3:1][O:2][C:3](=[O:12])[C:4]1[CH:9]=[CH:8][C:7]([NH2:10])=[C:6](I)[CH:5]=1.C([Sn](CCCC)(CCCC)[C:18]([O:20]CC)=[CH2:19])CCC.O. The catalyst is C1(C)C=CC=CC=1.C1C=CC([P]([Pd]([P](C2C=CC=CC=2)(C2C=CC=CC=2)C2C=CC=CC=2)([P](C2C=CC=CC=2)(C2C=CC=CC=2)C2C=CC=CC=2)[P](C2C=CC=CC=2)(C2C=CC=CC=2)C2C=CC=CC=2)(C2C=CC=CC=2)C2C=CC=CC=2)=CC=1. The product is [CH3:1][O:2][C:3](=[O:12])[C:4]1[CH:9]=[CH:8][C:7]([NH2:10])=[C:6]([C:18](=[O:20])[CH3:19])[CH:5]=1. The yield is 0.814. (2) The reactants are [CH2:1]([NH:8][C:9]([C:11]1[CH:20]=[CH:19][C:18]2[C:13](=[C:14](Br)[CH:15]=[N:16][CH:17]=2)[N:12]=1)=[O:10])[C:2]1[CH:7]=[CH:6][CH:5]=[CH:4][CH:3]=1.[Cl:22][C:23]1[CH:28]=[CH:27][CH:26]=[CH:25][C:24]=1B(O)O.C(=O)([O-])[O-].[Cs+].[Cs+]. The catalyst is O1CCOCC1.O.C1(P([C-]2C=CC=C2)C2C=CC=CC=2)C=CC=CC=1.[C-]1(P(C2C=CC=CC=2)C2C=CC=CC=2)C=CC=C1.[Fe+2].[Pd](Cl)Cl. The product is [CH2:1]([NH:8][C:9]([C:11]1[CH:20]=[CH:19][C:18]2[C:13](=[C:14]([C:24]3[CH:25]=[CH:26][CH:27]=[CH:28][C:23]=3[Cl:22])[CH:15]=[N:16][CH:17]=2)[N:12]=1)=[O:10])[C:2]1[CH:7]=[CH:6][CH:5]=[CH:4][CH:3]=1. The yield is 0.570. (3) The reactants are CC(C)=CCC1C(O)=CC2OC3C=C(O)C(O)=C(CC=C(C)C)C=3C(=O)C=2C=1O.[CH3:30][C:31]([CH3:60])=[CH:32][CH2:33][C:34]1[C:39]([OH:40])=[C:38]2[C:41]([C:43]3[C:48]([CH2:49][CH:50]=[C:51]([CH3:53])[CH3:52])=[C:47]([O:54][CH3:55])[C:46]([OH:56])=[CH:45][C:44]=3[O:57][C:37]2=[CH:36][C:35]=1[O:58]C)=[O:42].[C-]#N.[Na+].Cl. The catalyst is CS(C)=O. The product is [CH3:30][C:31]([CH3:60])=[CH:32][CH2:33][C:34]1[C:39]([OH:40])=[C:38]2[C:41]([C:43]3[C:44]([O:57][C:37]2=[CH:36][C:35]=1[OH:58])=[CH:45][C:46]([OH:56])=[C:47]([O:54][CH3:55])[C:48]=3[CH2:49][CH:50]=[C:51]([CH3:53])[CH3:52])=[O:42]. The yield is 0.370. (4) The yield is 0.540. The product is [CH3:1][C:2]1[CH:11]=[C:10]([CH3:12])[C:9]2[CH2:8][CH2:7][CH2:6][CH2:5][C:4]=2[C:3]=1[N:13]1[C:17]([C:18]([F:21])([F:20])[F:19])=[N:16][N:15]=[C:14]1[S:22][CH2:24][C:25]([O:27][CH2:28][CH3:29])=[O:26]. The catalyst is C1COCC1.O. The reactants are [CH3:1][C:2]1[CH:11]=[C:10]([CH3:12])[C:9]2[CH2:8][CH2:7][CH2:6][CH2:5][C:4]=2[C:3]=1[N:13]1[C:17]([C:18]([F:21])([F:20])[F:19])=[N:16][N:15]=[C:14]1[SH:22].Br[CH2:24][C:25]([O:27][CH2:28][CH3:29])=[O:26].C(=O)([O-])[O-].[K+].[K+].CN(C=O)C. (5) The reactants are [OH:1][C:2]1[CH:7]=[C:6]([CH3:8])[C:5]([NH:9][CH:10]=[O:11])=[C:4]([CH3:12])[C:3]=1[CH3:13].[CH2:14](Cl)[CH:15]=[CH:16][C:17]1[CH:22]=[CH:21][CH:20]=[CH:19][CH:18]=1. The catalyst is C(OCC)(=O)C.CCCCCC. The product is [CH3:12][C:4]1[C:3]([CH3:13])=[C:2]([O:1][CH2:14]/[CH:15]=[CH:16]/[C:17]2[CH:22]=[CH:21][CH:20]=[CH:19][CH:18]=2)[CH:7]=[C:6]([CH3:8])[C:5]=1[NH:9][CH:10]=[O:11]. The yield is 0.440. (6) The reactants are [C:1]([C:5]1[CH:9]=[C:8]([NH:10][C:11](=[O:19])OC2C=CC=CC=2)[N:7]([CH:20]2[CH2:25][CH2:24][CH2:23][CH2:22][CH2:21]2)[N:6]=1)([CH3:4])([CH3:3])[CH3:2].C(N(CC)C(C)C)(C)C.[CH3:35][O:36][C:37]1[CH:38]=[C:39]2[C:44](=[CH:45][C:46]=1[O:47][CH3:48])[N:43]=[CH:42][N:41]=[C:40]2[O:49][C:50]1[CH:51]=[C:52]([CH:54]=[CH:55][CH:56]=1)[NH2:53]. The catalyst is C1COCC1. The product is [C:1]([C:5]1[CH:9]=[C:8]([NH:10][C:11]([NH:53][C:52]2[CH:54]=[CH:55][CH:56]=[C:50]([O:49][C:40]3[C:39]4[C:44](=[CH:45][C:46]([O:47][CH3:48])=[C:37]([O:36][CH3:35])[CH:38]=4)[N:43]=[CH:42][N:41]=3)[CH:51]=2)=[O:19])[N:7]([CH:20]2[CH2:21][CH2:22][CH2:23][CH2:24][CH2:25]2)[N:6]=1)([CH3:3])([CH3:2])[CH3:4]. The yield is 0.100. (7) The reactants are [OH:1][C:2]1[CH:11]=[CH:10][C:5]([C:6]([O:8][CH3:9])=[O:7])=[CH:4][CH:3]=1.[I-].[Na+].C(=O)([O-])[O-].[K+].[K+].Cl[CH2:21][C:22]#[N:23].Cl. The catalyst is CC(C)=O.O. The product is [C:22]([CH2:21][O:1][C:2]1[CH:3]=[CH:4][C:5]([C:6]([O:8][CH3:9])=[O:7])=[CH:10][CH:11]=1)#[N:23]. The yield is 1.00.